Task: Predict the reactants needed to synthesize the given product.. Dataset: Full USPTO retrosynthesis dataset with 1.9M reactions from patents (1976-2016) (1) Given the product [N:1]([C:2]1[CH:3]=[C:4]([CH:8]=[CH:9][C:10]=1[O:11][C:12]([F:13])([F:14])[F:15])[C:5]([NH2:7])=[O:6])=[C:30]=[S:31], predict the reactants needed to synthesize it. The reactants are: [NH2:1][C:2]1[CH:3]=[C:4]([CH:8]=[CH:9][C:10]=1[O:11][C:12]([F:15])([F:14])[F:13])[C:5]([NH2:7])=[O:6].C(OC1C=CC(C(N)=O)=CC=1N=[C:30]=[S:31])(C)C. (2) Given the product [Br:36][C:23]1[C:14]([N:11]2[CH2:12][CH2:13][N:8]([C:6]([O:5][C:1]([CH3:4])([CH3:3])[CH3:2])=[O:7])[CH2:9][CH2:10]2)=[CH:15][CH:16]=[C:17]2[C:22]=1[CH:21]=[N:20][C:19]([C:24]([O:26][CH2:27][CH3:28])=[O:25])=[CH:18]2, predict the reactants needed to synthesize it. The reactants are: [C:1]([O:5][C:6]([N:8]1[CH2:13][CH2:12][N:11]([C:14]2[CH:23]=[C:22]3[C:17]([CH:18]=[C:19]([C:24]([O:26][CH2:27][CH3:28])=[O:25])[N:20]=[CH:21]3)=[CH:16][CH:15]=2)[CH2:10][CH2:9]1)=[O:7])([CH3:4])([CH3:3])[CH3:2].C1C(=O)N([Br:36])C(=O)C1.[O-]S([O-])=O.[Na+].[Na+]. (3) Given the product [F:1][C:2]1[CH:7]=[CH:6][CH:5]=[CH:4][C:3]=1[C:8]1[N:12]([S:13]([C:16]2[CH:17]=[C:18]([CH:19]=[CH:20][CH:21]=2)[O:22][CH2:23][C:24]([NH:26][CH2:27][CH2:28][OH:29])=[O:25])(=[O:14])=[O:15])[CH:11]=[C:10]([CH2:30][NH:31][CH3:32])[CH:9]=1, predict the reactants needed to synthesize it. The reactants are: [F:1][C:2]1[CH:7]=[CH:6][CH:5]=[CH:4][C:3]=1[C:8]1[N:12]([S:13]([C:16]2[CH:21]=[CH:20][CH:19]=[C:18]([O:22][CH2:23][C:24]([NH:26][CH2:27][CH2:28][OH:29])=[O:25])[CH:17]=2)(=[O:15])=[O:14])[CH:11]=[C:10]([CH2:30][N:31](C)[C:32](=O)OC(C)(C)C)[CH:9]=1.Cl.C(=O)(O)[O-].[Na+]. (4) Given the product [Cl:18][C:16]1[CH:15]=[CH:14][C:13]([C:19]2[N:20]=[CH:21][CH:22]=[CH:23][N:24]=2)=[C:12]([C:10]([N:4]2[CH2:5][CH2:6][CH2:7][C@@H:8]([CH3:9])[C@H:3]2[CH2:2][NH:1][C:26]2[N:27]=[N:28][C:29]([C:32]([F:35])([F:34])[F:33])=[CH:30][CH:31]=2)=[O:11])[CH:17]=1, predict the reactants needed to synthesize it. The reactants are: [NH2:1][CH2:2][C@@H:3]1[C@H:8]([CH3:9])[CH2:7][CH2:6][CH2:5][N:4]1[C:10]([C:12]1[CH:17]=[C:16]([Cl:18])[CH:15]=[CH:14][C:13]=1[C:19]1[N:24]=[CH:23][CH:22]=[CH:21][N:20]=1)=[O:11].Cl[C:26]1[N:27]=[N:28][C:29]([C:32]([F:35])([F:34])[F:33])=[CH:30][CH:31]=1.